Dataset: Catalyst prediction with 721,799 reactions and 888 catalyst types from USPTO. Task: Predict which catalyst facilitates the given reaction. (1) Reactant: NC1C=CC=CC=1.N.[Li].[CH3:10][O:11][C:12]1[CH:30]=[CH:29][C:28]2[C:27]3[CH2:26][CH2:25][C@@:22]4([CH2:23][CH3:24])[C@@H:18]([CH2:19][CH2:20][C@@H:21]4[OH:31])[C:17]=3[CH2:16][CH2:15][C:14]=2[CH:13]=1. Product: [CH3:10][O:11][C:12]1[CH:30]=[CH:29][C:28]2[C@@H:27]3[C@H:17]([C@H:18]4[C@@:22]([CH2:25][CH2:26]3)([CH2:23][CH3:24])[C@@H:21]([OH:31])[CH2:20][CH2:19]4)[CH2:16][CH2:15][C:14]=2[CH:13]=1. The catalyst class is: 1. (2) Reactant: [CH:1](=[O:10])[CH:2]=[CH:3][C:4]1[CH:9]=[CH:8][CH:7]=[CH:6][CH:5]=1.C(C1C(=O)C(Cl)=C(Cl)[C:15](=[O:16])C=1C#N)#N.CO. Product: [C:1]([O:16][CH3:15])(=[O:10])[CH:2]=[CH:3][C:4]1[CH:9]=[CH:8][CH:7]=[CH:6][CH:5]=1. The catalyst class is: 11. (3) Reactant: [OH-].[K+].C([O:5][C:6](=[O:30])[C:7]([CH3:29])([CH3:28])[CH2:8][CH2:9][CH2:10][CH2:11][CH2:12][C:13](=[O:27])[CH2:14][CH2:15][CH2:16][CH2:17][CH2:18][C:19]([CH3:26])([CH3:25])[C:20]([O:22]CC)=[O:21])C. Product: [O:27]=[C:13]([CH2:14][CH2:15][CH2:16][CH2:17][CH2:18][C:19]([CH3:26])([CH3:25])[C:20]([OH:22])=[O:21])[CH2:12][CH2:11][CH2:10][CH2:9][CH2:8][C:7]([CH3:29])([CH3:28])[C:6]([OH:30])=[O:5]. The catalyst class is: 97. (4) Reactant: [CH3:1][C:2]1[S:6][C:5]2[NH:7][C:8]3[CH:9]=[CH:10][CH:11]=[CH:12][C:13]=3[N:14]=[C:15]([N:16]3[CH2:21][CH2:20][N:19]([CH3:22])[CH2:18][CH2:17]3)[C:4]=2[CH:3]=1.[ClH:23]. Product: [ClH:23].[ClH:23].[CH3:1][C:2]1[S:6][C:5]2[NH:7][C:8]3[CH:9]=[CH:10][CH:11]=[CH:12][C:13]=3[N:14]=[C:15]([N:16]3[CH2:21][CH2:20][N:19]([CH3:22])[CH2:18][CH2:17]3)[C:4]=2[CH:3]=1. The catalyst class is: 41. (5) Reactant: [F:1][C:2]1[C:3]([C:15]([F:18])([F:17])[F:16])=[CH:4][C:5]([C:9]2[CH:14]=[CH:13][N:12]=[N:11][CH:10]=2)=[C:6]([OH:8])[CH:7]=1.[Cl:19][C:20]1[C:21](F)=[CH:22][C:23]([F:42])=[C:24]([S:26]([N:29]([C:37]2[N:38]=[CH:39][S:40][CH:41]=2)C(=O)OC(C)(C)C)(=[O:28])=[O:27])[CH:25]=1.C(=O)([O-])[O-].[K+].[K+].[Cl-].[NH4+]. Product: [Cl:19][C:20]1[C:21]([O:8][C:6]2[CH:7]=[C:2]([F:1])[C:3]([C:15]([F:16])([F:18])[F:17])=[CH:4][C:5]=2[C:9]2[CH:14]=[CH:13][N:12]=[N:11][CH:10]=2)=[CH:22][C:23]([F:42])=[C:24]([S:26]([NH:29][C:37]2[N:38]=[CH:39][S:40][CH:41]=2)(=[O:27])=[O:28])[CH:25]=1. The catalyst class is: 58.